From a dataset of Full USPTO retrosynthesis dataset with 1.9M reactions from patents (1976-2016). Predict the reactants needed to synthesize the given product. (1) Given the product [CH2:18]([N:13]1[CH2:14][N:15]([CH3:17])[CH2:16][N:11]([C:8]2[S:9][C:10]3[C:2]([B:36]([OH:41])[OH:37])=[CH:3][C:4]([C:21]4[CH:22]=[N:23][C:24]([C:27]([OH:30])([CH3:29])[CH3:28])=[N:25][CH:26]=4)=[CH:5][C:6]=3[N:7]=2)[C:12]1=[O:20])[CH3:19], predict the reactants needed to synthesize it. The reactants are: Br[C:2]1[C:10]2[S:9][C:8]([N:11]3[CH2:16][N:15]([CH3:17])[CH2:14][N:13]([CH2:18][CH3:19])[C:12]3=[O:20])=[N:7][C:6]=2[CH:5]=[C:4]([C:21]2[CH:22]=[N:23][C:24]([C:27]([OH:30])([CH3:29])[CH3:28])=[N:25][CH:26]=2)[CH:3]=1.C([O-])(=O)C.[K+].[B:36]1(B2OCC(C)(C)CO2)[O:41]CC(C)(C)C[O:37]1. (2) Given the product [Cl:1][C:2]1[C:7]2[C:8]([I:12])=[N:9][NH:10][C:6]=2[CH:5]=[C:4]([Cl:11])[N:3]=1, predict the reactants needed to synthesize it. The reactants are: [Cl:1][C:2]1[C:7]2[CH:8]=[N:9][NH:10][C:6]=2[CH:5]=[C:4]([Cl:11])[N:3]=1.[I:12]I.[OH-].[K+].